Predict the product of the given reaction. From a dataset of Forward reaction prediction with 1.9M reactions from USPTO patents (1976-2016). Given the reactants [CH2:1]([N:8]([CH2:18][C:19]1[CH:24]=[CH:23][CH:22]=[CH:21][CH:20]=1)[CH:9]1[CH2:14][CH2:13][CH:12]([C:15]([OH:17])=O)[CH2:11][CH2:10]1)[C:2]1[CH:7]=[CH:6][CH:5]=[CH:4][CH:3]=1.CN([C:28]([O:32][N:33]1N=NC2C=CC=N[C:34]1=2)=[N+](C)C)C.F[P-](F)(F)(F)(F)F.CCN(C(C)C)C(C)C.Cl.CNOC, predict the reaction product. The product is: [CH2:18]([N:8]([CH2:1][C:2]1[CH:3]=[CH:4][CH:5]=[CH:6][CH:7]=1)[CH:9]1[CH2:10][CH2:11][CH:12]([C:15]([N:33]([O:32][CH3:28])[CH3:34])=[O:17])[CH2:13][CH2:14]1)[C:19]1[CH:20]=[CH:21][CH:22]=[CH:23][CH:24]=1.